The task is: Predict the product of the given reaction.. This data is from Forward reaction prediction with 1.9M reactions from USPTO patents (1976-2016). (1) Given the reactants [N+:1]([C:4]1[CH:5]=[CH:6][C:7]2[O:12][C@@:11]([CH3:18])([CH:13]([O:16][CH3:17])[O:14][CH3:15])[C@@H:10]3[O:19][C@@H:9]3[C:8]=2[CH:20]=1)([O-:3])=[O:2].[CH3:21][O:22][C:23]1[CH:28]=[CH:27][C:26]([NH:29][CH2:30][C:31]2[NH:32][CH:33]=[CH:34][N:35]=2)=[CH:25][CH:24]=1, predict the reaction product. The product is: [N+:1]([C:4]1[CH:5]=[CH:6][C:7]2[O:12][C@@:11]([CH3:18])([CH:13]([O:16][CH3:17])[O:14][CH3:15])[C@H:10]([OH:19])[C@@H:9]([N:29]([C:26]3[CH:27]=[CH:28][C:23]([O:22][CH3:21])=[CH:24][CH:25]=3)[CH2:30][C:31]3[NH:35][CH:34]=[CH:33][N:32]=3)[C:8]=2[CH:20]=1)([O-:3])=[O:2]. (2) Given the reactants [CH2:1]([N:8]1[CH2:12][CH2:11]OC1=O)[C:2]1[CH:7]=[CH:6][CH:5]=[CH:4][CH:3]=1.[ClH:14].[CH:15]([C:18]1[CH:24]=[CH:23][C:21]([NH2:22])=[CH:20][CH:19]=1)([CH3:17])[CH3:16].C(OCC)(=O)C, predict the reaction product. The product is: [ClH:14].[CH2:1]([NH:8][CH2:12][CH2:11][NH:22][C:21]1[CH:23]=[CH:24][C:18]([CH:15]([CH3:17])[CH3:16])=[CH:19][CH:20]=1)[C:2]1[CH:3]=[CH:4][CH:5]=[CH:6][CH:7]=1. (3) The product is: [F:1][C:2]1[CH:7]=[CH:6][C:5]([O:8][S:18]([CH3:17])(=[O:20])=[O:19])=[CH:4][C:3]=1[CH3:9]. Given the reactants [F:1][C:2]1[CH:7]=[CH:6][C:5]([OH:8])=[CH:4][C:3]=1[CH3:9].C(N(CC)CC)C.[CH3:17][S:18](Cl)(=[O:20])=[O:19].CCOC(C)=O, predict the reaction product. (4) Given the reactants [C:1]1([C:7]2[O:8][C:9]([C:15]([F:18])([F:17])[F:16])=[C:10]([C:12]([OH:14])=O)[N:11]=2)[CH:6]=[CH:5][CH:4]=[CH:3][CH:2]=1.[CH2:19]([N:21]1[C:25]2=[N:26][CH:27]=[C:28]([N+:30]([O-])=O)[CH:29]=[C:24]2[C:23]([NH2:33])=[N:22]1)[CH3:20].NC1C2C(=CC=C(NC(C3N=C(C4C=CC=CC=4)OC=3C(F)(F)F)=O)C=2)N(CCC)N=1, predict the reaction product. The product is: [NH2:33][C:23]1[C:24]2[C:25](=[N:26][CH:27]=[C:28]([NH:30][C:12]([C:10]3[N:11]=[C:7]([C:1]4[CH:2]=[CH:3][CH:4]=[CH:5][CH:6]=4)[O:8][C:9]=3[C:15]([F:18])([F:17])[F:16])=[O:14])[CH:29]=2)[N:21]([CH2:19][CH3:20])[N:22]=1.